Dataset: Full USPTO retrosynthesis dataset with 1.9M reactions from patents (1976-2016). Task: Predict the reactants needed to synthesize the given product. (1) The reactants are: [NH2:1][C:2]1[C:7]([C:8]2[N:17]([C:18]3[CH:33]=[CH:32][C:21]([CH2:22][NH:23][C:24](=[O:31])[C:25]4[CH:30]=[CH:29][CH:28]=[CH:27][CH:26]=4)=[CH:20][CH:19]=3)[C:11]3=[N:12][CH:13]=[C:14](Br)[CH:15]=[C:10]3[N:9]=2)=[CH:6][CH:5]=[CH:4][N:3]=1.[OH:34][CH2:35][C:36]1[CH:41]=[CH:40][C:39](B(O)O)=[CH:38][CH:37]=1. Given the product [NH2:1][C:2]1[C:7]([C:8]2[N:17]([C:18]3[CH:33]=[CH:32][C:21]([CH2:22][NH:23][C:24](=[O:31])[C:25]4[CH:30]=[CH:29][CH:28]=[CH:27][CH:26]=4)=[CH:20][CH:19]=3)[C:11]3=[N:12][CH:13]=[C:14]([C:39]4[CH:40]=[CH:41][C:36]([CH2:35][OH:34])=[CH:37][CH:38]=4)[CH:15]=[C:10]3[N:9]=2)=[CH:6][CH:5]=[CH:4][N:3]=1, predict the reactants needed to synthesize it. (2) The reactants are: Br[C:2]1[CH:3]=[C:4]2[C:9](=[CH:10][CH:11]=1)[N:8]=[CH:7][C:6]([C:12](=[O:15])[CH2:13][CH3:14])=[C:5]2[NH:16][C@H:17]1[CH2:22][CH2:21][C@H:20]([N:23]([CH3:25])[CH3:24])[CH2:19][CH2:18]1.[Cl:26][C:27]1[CH:32]=[C:31](B2OC(C)(C)C(C)(C)O2)[CH:30]=[C:29]([F:42])[C:28]=1[OH:43]. Given the product [Cl:26][C:27]1[CH:32]=[C:31]([C:2]2[CH:3]=[C:4]3[C:9](=[CH:10][CH:11]=2)[N:8]=[CH:7][C:6]([C:12](=[O:15])[CH2:13][CH3:14])=[C:5]3[NH:16][C@H:17]2[CH2:22][CH2:21][C@H:20]([N:23]([CH3:25])[CH3:24])[CH2:19][CH2:18]2)[CH:30]=[C:29]([F:42])[C:28]=1[OH:43], predict the reactants needed to synthesize it. (3) Given the product [CH3:28][C@@H:29]1[CH2:33][CH2:32][C@@H:31]([CH3:34])[N:30]1[CH2:2][CH2:3][CH2:4][O:5][C:6]1[CH:11]=[CH:10][C:9]([C:12]2[CH:17]=[CH:16][C:15]([C:18]([N:20]3[CH2:25][CH2:24][CH:23]([CH3:26])[CH2:22][CH2:21]3)=[O:19])=[CH:14][CH:13]=2)=[CH:8][CH:7]=1, predict the reactants needed to synthesize it. The reactants are: Cl[CH2:2][CH2:3][CH2:4][O:5][C:6]1[CH:11]=[CH:10][C:9]([C:12]2[CH:17]=[CH:16][C:15]([C:18]([N:20]3[CH2:25][CH2:24][CH:23]([CH3:26])[CH2:22][CH2:21]3)=[O:19])=[CH:14][CH:13]=2)=[CH:8][CH:7]=1.Cl.[CH3:28][C@@H:29]1[CH2:33][CH2:32][C@@H:31]([CH3:34])[NH:30]1. (4) Given the product [F:17][C:18]1[CH:23]=[CH:22][CH:21]=[CH:20][C:19]=1[C:24]([NH:27][C:14]([C@H:10]1[CH2:11][CH2:12][CH2:13][N:8]([C:6]([O:5][C:1]([CH3:2])([CH3:3])[CH3:4])=[O:7])[CH2:9]1)=[O:16])([CH3:25])[CH3:26], predict the reactants needed to synthesize it. The reactants are: [C:1]([O:5][C:6]([N:8]1[CH2:13][CH2:12][CH2:11][C@H:10]([C:14]([OH:16])=O)[CH2:9]1)=[O:7])([CH3:4])([CH3:3])[CH3:2].[F:17][C:18]1[CH:23]=[CH:22][CH:21]=[CH:20][C:19]=1[C:24]([NH2:27])([CH3:26])[CH3:25].